Dataset: TCR-epitope binding with 47,182 pairs between 192 epitopes and 23,139 TCRs. Task: Binary Classification. Given a T-cell receptor sequence (or CDR3 region) and an epitope sequence, predict whether binding occurs between them. (1) The epitope is AYILFTRFFYV. The TCR CDR3 sequence is CASSPADSQETQYF. Result: 0 (the TCR does not bind to the epitope). (2) The epitope is LLQTGIHVRVSQPSL. The TCR CDR3 sequence is CAITASLNYGYTF. Result: 0 (the TCR does not bind to the epitope). (3) The epitope is SSNVANYQK. The TCR CDR3 sequence is CASSQDNEQFF. Result: 0 (the TCR does not bind to the epitope). (4) The epitope is LLMPILTLT. The TCR CDR3 sequence is CASSQALMNTEAFF. Result: 1 (the TCR binds to the epitope). (5) The epitope is AMFWSVPTV. The TCR CDR3 sequence is CASSQRIGRGGPRNTDTQYF. Result: 0 (the TCR does not bind to the epitope).